This data is from Catalyst prediction with 721,799 reactions and 888 catalyst types from USPTO. The task is: Predict which catalyst facilitates the given reaction. (1) The catalyst class is: 4. Reactant: [Br:1][C:2]1[CH:7]=[CH:6][C:5]([OH:8])=[C:4]([CH2:9][CH2:10][CH3:11])[C:3]=1[CH2:12][OH:13].O.C1(C)C=CC(S(O)(=O)=O)=CC=1.[O:26]1[CH:31]=[CH:30][CH2:29][CH2:28][CH2:27]1.O. Product: [Br:1][C:2]1[CH:7]=[CH:6][C:5]([OH:8])=[C:4]([CH2:9][CH2:10][CH3:11])[C:3]=1[CH2:12][O:13][CH:27]1[CH2:28][CH2:29][CH2:30][CH2:31][O:26]1. (2) Reactant: Cl.[Br:2][C:3]1[S:7][C:6]([CH2:8][NH2:9])=[CH:5][CH:4]=1.C(N(CC)C(C)C)(C)C.[C:19]1([CH2:25][S:26](Cl)(=[O:28])=[O:27])[CH:24]=[CH:23][CH:22]=[CH:21][CH:20]=1. Product: [Br:2][C:3]1[S:7][C:6]([CH2:8][NH:9][S:26]([CH2:25][C:19]2[CH:24]=[CH:23][CH:22]=[CH:21][CH:20]=2)(=[O:28])=[O:27])=[CH:5][CH:4]=1. The catalyst class is: 4. (3) Reactant: [Cl:1][C:2]1[CH:3]=[C:4]([C:12]2[S:13][C:14]([C:17]3[C:18]([CH2:35][CH3:36])=[C:19]([CH2:23][N:24]4[CH2:29][CH2:28][CH:27]([C:30]([O:32]CC)=[O:31])[CH2:26][CH2:25]4)[CH:20]=[CH:21][CH:22]=3)=[CH:15][N:16]=2)[CH:5]=[CH:6][C:7]=1[O:8][CH:9]([CH3:11])[CH3:10].[OH-].[Na+]. Product: [Cl:1][C:2]1[CH:3]=[C:4]([C:12]2[S:13][C:14]([C:17]3[C:18]([CH2:35][CH3:36])=[C:19]([CH2:23][N:24]4[CH2:25][CH2:26][CH:27]([C:30]([OH:32])=[O:31])[CH2:28][CH2:29]4)[CH:20]=[CH:21][CH:22]=3)=[CH:15][N:16]=2)[CH:5]=[CH:6][C:7]=1[O:8][CH:9]([CH3:11])[CH3:10]. The catalyst class is: 252. (4) Reactant: [Br:1][C:2]1[CH:11]=[CH:10][C:9]2[N:8]=[C:7](Cl)[C:6]3=[N:13][N:14](CC4C=CC(OC)=CC=4)[CH:15]=[C:5]3[C:4]=2[CH:3]=1.[CH3:25][N:26]1[CH2:31][CH2:30][N:29]([C:32]2[CH:38]=[CH:37][C:35]([NH2:36])=[CH:34][CH:33]=2)[CH2:28][CH2:27]1.Cl. The catalyst class is: 71. Product: [Br:1][C:2]1[CH:11]=[CH:10][C:9]2[N:8]=[C:7]([NH:36][C:35]3[CH:34]=[CH:33][C:32]([N:29]4[CH2:28][CH2:27][N:26]([CH3:25])[CH2:31][CH2:30]4)=[CH:38][CH:37]=3)[C:6]3=[N:13][NH:14][CH:15]=[C:5]3[C:4]=2[CH:3]=1. (5) Reactant: C(OC([NH:8][C:9]1[CH:10]=[C:11]([CH:27]=[CH:28][CH:29]=1)[O:12][C:13]1[CH:22]=[C:21]2[C:16]([CH2:17][CH2:18][CH:19]([C:23]([O:25][CH3:26])=[O:24])[CH2:20]2)=[CH:15][CH:14]=1)=O)(C)(C)C.[ClH:30]. Product: [NH2:8][C:9]1[CH:10]=[C:11]([CH:27]=[CH:28][CH:29]=1)[O:12][C:13]1[CH:22]=[C:21]2[C:16]([CH2:17][CH2:18][CH:19]([C:23]([O:25][CH3:26])=[O:24])[CH2:20]2)=[CH:15][CH:14]=1.[ClH:30]. The catalyst class is: 135. (6) Reactant: [CH2:1]([O:8][C:9]1[CH:14]=[C:13]([O:15][CH2:16][C:17]2[CH:22]=[CH:21][CH:20]=[CH:19][CH:18]=2)[CH:12]=[CH:11][C:10]=1/[CH:23]=[CH:24]/[C:25]1[S:29][C:28]([C:30]([O:32][CH3:33])=[O:31])=[CH:27][C:26]=1[N+:34]([O-])=O)[C:2]1[CH:7]=[CH:6][CH:5]=[CH:4][CH:3]=1.P(OCC)(OCC)OCC.C(OCC)(=O)C. Product: [CH2:1]([O:8][C:9]1[CH:14]=[C:13]([O:15][CH2:16][C:17]2[CH:22]=[CH:21][CH:20]=[CH:19][CH:18]=2)[CH:12]=[CH:11][C:10]=1[C:23]1[NH:34][C:26]2[CH:27]=[C:28]([C:30]([O:32][CH3:33])=[O:31])[S:29][C:25]=2[CH:24]=1)[C:2]1[CH:7]=[CH:6][CH:5]=[CH:4][CH:3]=1. The catalyst class is: 728. (7) Reactant: [C:1]([O:5][C:6](=[O:35])[N:7]([CH2:11][CH2:12][CH2:13][N:14]1[C:22]([S:23][C:24]2[C:32]([I:33])=[CH:31][C:27]3[O:28][CH2:29][O:30][C:26]=3[CH:25]=2)=[N:21][C:20]2[C:15]1=[N:16][CH:17]=[N:18][C:19]=2N)[CH:8]([CH3:10])[CH3:9])([CH3:4])([CH3:3])[CH3:2].N([O-])=[O:37].[Na+]. Product: [C:1]([O:5][C:6](=[O:35])[N:7]([CH2:11][CH2:12][CH2:13][N:14]1[C:22]([S:23][C:24]2[C:32]([I:33])=[CH:31][C:27]3[O:28][CH2:29][O:30][C:26]=3[CH:25]=2)=[N:21][C:20]2[C:19](=[O:37])[NH:18][CH:17]=[N:16][C:15]1=2)[CH:8]([CH3:10])[CH3:9])([CH3:3])([CH3:4])[CH3:2]. The catalyst class is: 313. (8) Reactant: [Cl:1][C:2]1[CH:7]=[CH:6][C:5]([C:8]2[C:17]3[C:12](=[CH:13][C:14]([S:18]([O:21][C:22]4[C:27]([F:28])=[C:26]([F:29])[C:25]([F:30])=[C:24]([F:31])[C:23]=4[F:32])(=[O:20])=[O:19])=[CH:15][CH:16]=3)[CH:11]=[CH:10][N:9]=2)=[C:4]([CH2:33][OH:34])[CH:3]=1.CN(C=O)C.N1C=CN=C1.[C:45]([Si:49]([CH3:52])([CH3:51])Cl)([CH3:48])([CH3:47])[CH3:46]. Product: [Si:49]([O:34][CH2:33][C:4]1[CH:3]=[C:2]([Cl:1])[CH:7]=[CH:6][C:5]=1[C:8]1[C:17]2[C:12](=[CH:13][C:14]([S:18]([O:21][C:22]3[C:27]([F:28])=[C:26]([F:29])[C:25]([F:30])=[C:24]([F:31])[C:23]=3[F:32])(=[O:19])=[O:20])=[CH:15][CH:16]=2)[CH:11]=[CH:10][N:9]=1)([C:45]([CH3:48])([CH3:47])[CH3:46])([CH3:52])[CH3:51]. The catalyst class is: 25. (9) Reactant: FC(F)(F)S(O[C:7]1[C:12]([C:14]2[CH:19]=[CH:18][C:17]([Cl:20])=[C:16]([C:21]([F:24])([F:23])[F:22])[CH:15]=2)([CH3:13])[CH2:11][CH:10]([O:25][CH2:26][C:27]2[CH:32]=[CH:31][CH:30]=[CH:29][CH:28]=2)[CH2:9][CH:8]=1)(=O)=O.C1(P(C2C=CC=CC=2)C2C=CC=CC=2)C=CC=CC=1.[CH3:54][OH:55].C(N(CC)CC)C.CN([CH:66]=[O:67])C. Product: [CH2:26]([O:25][CH:10]1[CH2:11][C:12]([C:14]2[CH:19]=[CH:18][C:17]([Cl:20])=[C:16]([C:21]([F:23])([F:22])[F:24])[CH:15]=2)([CH3:13])[C:7]([C:54]([O:67][CH3:66])=[O:55])=[CH:8][CH2:9]1)[C:27]1[CH:32]=[CH:31][CH:30]=[CH:29][CH:28]=1. The catalyst class is: 167.